From a dataset of Full USPTO retrosynthesis dataset with 1.9M reactions from patents (1976-2016). Predict the reactants needed to synthesize the given product. Given the product [Cl:1][C:2]1[C:11]2[C:6](=[CH:7][CH:8]=[C:9]([C:40]([C:39]3[C:34]([CH3:33])=[N:35][C:36]([CH3:48])=[CH:37][CH:38]=3)([C:42]3[N:46]([CH3:47])[N:45]=[N:44][CH:43]=3)[OH:41])[CH:10]=2)[N:5]=[C:4]([O:21][CH3:22])[C:3]=1[CH:23]1[CH2:24][CH2:25][CH2:26][CH2:27]1, predict the reactants needed to synthesize it. The reactants are: [Cl:1][C:2]1[C:11]2[C:6](=[CH:7][CH:8]=[C:9](C(C3N(C)C(C)=NC=3)=O)[CH:10]=2)[N:5]=[C:4]([O:21][CH3:22])[C:3]=1[CH:23]1[CH2:27][CH2:26][CH2:25][CH2:24]1.[Li]CCCC.[CH3:33][C:34]1[C:39]([C:40]([C:42]2[N:46]([CH3:47])[N:45]=[N:44][CH:43]=2)=[O:41])=[CH:38][CH:37]=[C:36]([CH3:48])[N:35]=1.